This data is from Full USPTO retrosynthesis dataset with 1.9M reactions from patents (1976-2016). The task is: Predict the reactants needed to synthesize the given product. Given the product [CH3:1][S:2]([O:5][C:6]1[CH:32]=[CH:31][C:9]([O:10][CH2:11][CH2:12][C:13]2[CH:14]=[C:15]([CH:28]=[CH:29][CH:30]=2)[O:16][CH2:17][C:18]2[CH:27]=[CH:26][CH:25]=[CH:24][C:19]=2[C:20]([OH:22])=[O:21])=[CH:8][CH:7]=1)(=[O:4])=[O:3], predict the reactants needed to synthesize it. The reactants are: [CH3:1][S:2]([O:5][C:6]1[CH:32]=[CH:31][C:9]([O:10][CH2:11][CH2:12][C:13]2[CH:14]=[C:15]([CH:28]=[CH:29][CH:30]=2)[O:16][CH2:17][C:18]2[CH:27]=[CH:26][CH:25]=[CH:24][C:19]=2[C:20]([O:22]C)=[O:21])=[CH:8][CH:7]=1)(=[O:4])=[O:3].[OH-].[Li+].Cl.